Dataset: Rat liver microsome stability data. Task: Regression/Classification. Given a drug SMILES string, predict its absorption, distribution, metabolism, or excretion properties. Task type varies by dataset: regression for continuous measurements (e.g., permeability, clearance, half-life) or binary classification for categorical outcomes (e.g., BBB penetration, CYP inhibition). Dataset: rlm. (1) The molecule is COc1cc(N2CCN(C3CCN(c4ccc(F)c5ccc(C(F)(F)F)nc45)CC3)CC2)c2ncccc2c1. The result is 1 (stable in rat liver microsomes). (2) The drug is CC(C)(C)c1ccc(-c2nc3c(N4CCN(Cc5ccc6nccnc6c5)CC4)cccc3[nH]2)cc1. The result is 1 (stable in rat liver microsomes). (3) The drug is CCOC(=O)N1CCN(Cc2nc3c(c(=O)n(C)c(=O)n3C)n2CCC(C)C)CC1. The result is 1 (stable in rat liver microsomes). (4) The molecule is Cc1csc(NC(=O)c2nn(C)c(-c3ccc(F)cc3)c2C)n1. The result is 0 (unstable in rat liver microsomes). (5) The molecule is COC(=O)Nc1ccc2c(c1)NC(=O)CCC=CC[C@H](N1CC[C@H](c3cccc(Cl)c3)CC1=O)c1nc-2c[nH]1. The result is 1 (stable in rat liver microsomes). (6) The compound is CC(C)(C#Cc1ccc(NC(=O)CSc2nnnn2-c2ccc(C3CC3)cc2Cl)c(Cl)c1)OCCN1CCCC1. The result is 1 (stable in rat liver microsomes). (7) The compound is Cc1ccc(S(=O)(=O)Nc2cnccc2C(=O)Nc2nc(C(=O)O)cs2)cc1. The result is 0 (unstable in rat liver microsomes). (8) The molecule is CCC/C(=C\c1cc(OCc2ccc3nc(C(F)(F)F)cc(OC)c3c2)ccc1OCCN1CCN(C)CC1)C(=O)O. The result is 0 (unstable in rat liver microsomes). (9) The compound is C[C@H]1[C@@H](CCC(=O)Nc2ccc(F)cc2)O[C@@H]2O[C@]3(C)CC[C@@H]4[C@H](C)CC[C@@H]1[C@@]24OO3. The result is 1 (stable in rat liver microsomes).